From a dataset of Catalyst prediction with 721,799 reactions and 888 catalyst types from USPTO. Predict which catalyst facilitates the given reaction. (1) Reactant: [Cl:1][C:2]1[CH:7]=[CH:6][C:5]([C:8](=O)[CH2:9][NH:10][C:11]2[CH:16]=[CH:15][CH:14]=[C:13]([CH2:17][OH:18])[CH:12]=2)=[CH:4][CH:3]=1.[OH-].[K+].[C:22](#[N:26])[CH2:23][C:24]#[N:25].CO. Product: [NH2:26][C:22]1[N:10]([C:11]2[CH:16]=[CH:15][CH:14]=[C:13]([CH2:17][OH:18])[CH:12]=2)[CH:9]=[C:8]([C:5]2[CH:6]=[CH:7][C:2]([Cl:1])=[CH:3][CH:4]=2)[C:23]=1[C:24]#[N:25]. The catalyst class is: 6. (2) Reactant: [NH2:1][C:2]1[C:10]([Br:11])=[CH:9][CH:8]=[CH:7][C:3]=1[C:4]([OH:6])=O.CN(C(O[N:20]1N=N[C:22]2C=CC=N[C:21]1=2)=[N+](C)C)C.F[P-](F)(F)(F)(F)F.C(N)C.CO. Product: [NH2:1][C:2]1[C:10]([Br:11])=[CH:9][CH:8]=[CH:7][C:3]=1[C:4]([NH:20][CH2:21][CH3:22])=[O:6]. The catalyst class is: 136. (3) Product: [CH3:1][C:2]1[N:3]=[CH:4][C:5]([C:6]([NH:55][CH:52]2[CH2:53][CH2:54][C:49](=[CH:48][C:44]3[CH:45]=[CH:46][CH:47]=[C:42]([O:41][C:38]4[CH:37]=[CH:36][C:35]([C:34]([F:57])([F:33])[F:56])=[CH:40][N:39]=4)[CH:43]=3)[CH2:50][CH2:51]2)=[O:8])=[CH:9][CH:10]=1. The catalyst class is: 3. Reactant: [CH3:1][C:2]1[CH:10]=[CH:9][C:5]([C:6]([OH:8])=O)=[CH:4][N:3]=1.CCN=C=NCCCN(C)C.Cl.C1C=CC2N(O)N=NC=2C=1.[F:33][C:34]([F:57])([F:56])[C:35]1[CH:36]=[CH:37][C:38]([O:41][C:42]2[CH:43]=[C:44]([CH:48]=[C:49]3[CH2:54][CH2:53][CH:52]([NH2:55])[CH2:51][CH2:50]3)[CH:45]=[CH:46][CH:47]=2)=[N:39][CH:40]=1.CN1CCOCC1.